This data is from Full USPTO retrosynthesis dataset with 1.9M reactions from patents (1976-2016). The task is: Predict the reactants needed to synthesize the given product. (1) The reactants are: Br[C:2]1[C:7]([C:8]([F:11])([F:10])[F:9])=[CH:6][C:5]([O:12][CH2:13][CH2:14][CH2:15][S:16]([CH3:19])(=[O:18])=[O:17])=[CH:4][C:3]=1[F:20].B([O-])[O-].[CH2:24]([O:26][C:27]([CH:29]1[CH:31]2[CH2:32][C:33]3[CH:34]=[C:35]([O:39][CH2:40][C:41]4[CH:46]=[C:45](B5OC(C)(C)C(C)(C)O5)[CH:44]=[CH:43][C:42]=4[F:56])[N:36]=[CH:37][C:38]=3[CH:30]12)=[O:28])[CH3:25].[O-]P([O-])([O-])=O.[K+].[K+].[K+]. Given the product [F:20][C:3]1[CH:4]=[C:5]([O:12][CH2:13][CH2:14][CH2:15][S:16]([CH3:19])(=[O:18])=[O:17])[CH:6]=[C:7]([C:8]([F:11])([F:10])[F:9])[C:2]=1[C:45]1[CH:44]=[CH:43][C:42]([F:56])=[C:41]([CH2:40][O:39][C:35]2[N:36]=[CH:37][C:38]3[C@@H:30]4[C@@H:29]([C:27]([O:26][CH2:24][CH3:25])=[O:28])[C@@H:31]4[CH2:32][C:33]=3[CH:34]=2)[CH:46]=1, predict the reactants needed to synthesize it. (2) Given the product [Br:1][C:2]1[CH:3]=[CH:4][C:5]([CH2:15][CH3:16])=[C:6]([CH:8]2[C:12](=[O:11])[CH:13]=[CH:14][CH:10]2[OH:19])[CH:7]=1, predict the reactants needed to synthesize it. The reactants are: [Br:1][C:2]1[CH:3]=[CH:4][C:5]([CH2:15][CH3:16])=[C:6]([CH:8]([C:10]2[O:11][CH:12]=[CH:13][CH:14]=2)O)[CH:7]=1.CC(C)=[O:19]. (3) Given the product [F:1][C:2]1[CH:7]=[CH:6][CH:5]=[CH:4][C:3]=1[C:8]1[C:9]2[CH:21]=[CH:20][C:19](=[O:22])[N:18]([CH:23]([CH2:26][CH3:27])[CH2:24][CH3:25])[C:10]=2[N:11]=[C:12]([NH:28][CH:29]([CH2:32][OH:33])[CH2:30][OH:31])[N:13]=1, predict the reactants needed to synthesize it. The reactants are: [F:1][C:2]1[CH:7]=[CH:6][CH:5]=[CH:4][C:3]=1[C:8]1[C:9]2[CH:21]=[CH:20][C:19](=[O:22])[N:18]([CH:23]([CH2:26][CH3:27])[CH2:24][CH3:25])[C:10]=2[N:11]=[C:12](S(C)(=O)=O)[N:13]=1.[NH2:28][CH:29]([CH2:32][OH:33])[CH2:30][OH:31]. (4) Given the product [CH3:23][C:17]1[C:18]([O:21][CH3:22])=[C:19]([CH3:20])[C:14]([CH2:13][S@@:12]([C:10]2[NH:11][C:6]3[CH:5]=[CH:4][C:3]([O:2][CH3:1])=[N:8][C:7]=3[N:9]=2)=[O:34])=[N:15][CH:16]=1, predict the reactants needed to synthesize it. The reactants are: [CH3:1][O:2][C:3]1[N:8]=[C:7]2[N:9]=[C:10]([S:12][CH2:13][C:14]3[C:19]([CH3:20])=[C:18]([O:21][CH3:22])[C:17]([CH3:23])=[CH:16][N:15]=3)[NH:11][C:6]2=[CH:5][CH:4]=1.N[C@@H]1C2C(=CC=CC=2)C[C@@H]1[OH:34].[O-]O.C1(C(C)C)C=CC=CC=1. (5) Given the product [Br:1][C:2]1[C:10]2[C:9]([NH:11][C:12]3[CH:13]=[C:14]4[CH:22]=[N:21][NH:20][C:15]4=[N:16][C:17]=3[O:18][CH3:19])=[N:8][CH:7]=[N:6][C:5]=2[NH:4][C:3]=1[C:23]([N:36]1[CH2:34][CH2:35][O:43][CH2:42][CH2:37]1)=[O:25], predict the reactants needed to synthesize it. The reactants are: [Br:1][C:2]1[C:10]2[C:9]([NH:11][C:12]3[CH:13]=[C:14]4[CH:22]=[N:21][NH:20][C:15]4=[N:16][C:17]=3[O:18][CH3:19])=[N:8][CH:7]=[N:6][C:5]=2[NH:4][C:3]=1[C:23]([OH:25])=O.BrC1[C:35]2[C:34]([NH:36][C:37]3C=C4C=NNC4=N[C:42]=3[OH:43])=NC=NC=2NC=1C(O)=O.C[C@@H]1COCCN1. (6) The reactants are: [Cl-].ClC=[N+](C)C.CN([CH:10]=[O:11])C.[Cl:12][C:13]1[CH:21]=[C:20]2[C:16]([CH:17]=[CH:18][NH:19]2)=[CH:15][C:14]=1B1OCC(C)(C)CO1.Br[C:31]1[CH:36]=[CH:35][C:34]([CH2:37][CH2:38][OH:39])=[C:33]([O:40][CH3:41])[CH:32]=1.C(=O)([O-])[O-].[K+].[K+]. Given the product [Cl:12][C:13]1[CH:21]=[C:20]2[C:16]([C:17]([CH:10]=[O:11])=[CH:18][NH:19]2)=[CH:15][C:14]=1[C:31]1[CH:36]=[CH:35][C:34]([CH2:37][CH2:38][OH:39])=[C:33]([O:40][CH3:41])[CH:32]=1, predict the reactants needed to synthesize it. (7) The reactants are: [NH2:1][C:2]1[CH:3]=[CH:4][C:5]([O:8][CH3:9])=[N:6][CH:7]=1.C([O-])(=O)C.[Na+].[Br:15]Br.S([O-])([O-])(=O)=S.[Na+].[Na+]. Given the product [NH2:1][C:2]1[C:7]([Br:15])=[N:6][C:5]([O:8][CH3:9])=[CH:4][CH:3]=1, predict the reactants needed to synthesize it. (8) Given the product [CH:1]1([NH:6][C:7]2[CH:8]=[C:9]([Cl:30])[CH:10]=[C:11]3[C:15]=2[NH:14][C:13]([C:33]2[CH:31]=[CH:5][C:1]([NH2:6])=[CH:2][CH:3]=2)=[CH:12]3)[CH2:2][CH2:3][CH2:4][CH2:5]1, predict the reactants needed to synthesize it. The reactants are: [CH:1]1([NH:6][C:7]2[CH:8]=[C:9]([Cl:30])[CH:10]=[C:11]3[C:15]=2[NH:14][C:13](C2C=CC(C(OC(C)(C)C)=O)=CC=2N)=[CH:12]3)[CH2:5][CH2:4][CH2:3][CH2:2]1.[C:31](O)([C:33](F)(F)F)=O. (9) The reactants are: [CH3:1][C:2]1[CH:8]=[CH:7][C:5]([NH2:6])=[CH:4][C:3]=1[N+:9]([O-:11])=[O:10].CCN(C(C)C)C(C)C.[F:21][C:22]([F:33])([F:32])[C:23]1[CH:24]=[C:25]([CH:29]=[CH:30][CH:31]=1)[C:26](Cl)=[O:27]. Given the product [CH3:1][C:2]1[CH:8]=[CH:7][C:5]([NH:6][C:26](=[O:27])[C:25]2[CH:29]=[CH:30][CH:31]=[C:23]([C:22]([F:21])([F:32])[F:33])[CH:24]=2)=[CH:4][C:3]=1[N+:9]([O-:11])=[O:10], predict the reactants needed to synthesize it. (10) Given the product [ClH:33].[F:18][C:14]1[C:15]([F:17])=[CH:16][C:11]([C:10]([NH:9][C:6]2[CH:5]=[CH:4][C:3]([O:2][CH3:1])=[CH:8][CH:7]=2)=[O:20])=[C:12]([NH:19][C:31]([CH:30]2[CH2:29][CH2:28][N:27]([C:24]3[CH:23]=[CH:22][N:21]=[CH:26][CH:25]=3)[CH2:35][CH2:34]2)=[O:32])[CH:13]=1, predict the reactants needed to synthesize it. The reactants are: [CH3:1][O:2][C:3]1[CH:8]=[CH:7][C:6]([NH:9][C:10](=[O:20])[C:11]2[CH:16]=[C:15]([F:17])[C:14]([F:18])=[CH:13][C:12]=2[NH2:19])=[CH:5][CH:4]=1.[N:21]1[CH:26]=[CH:25][C:24]([N:27]2[CH2:35][CH2:34][CH:30]([C:31]([Cl:33])=[O:32])[CH2:29][CH2:28]2)=[CH:23][CH:22]=1.